From a dataset of Full USPTO retrosynthesis dataset with 1.9M reactions from patents (1976-2016). Predict the reactants needed to synthesize the given product. (1) Given the product [CH2:4]([CH:5]1[CH2:10][CH2:9][O:8][CH2:7][CH2:6]1)[C:3]#[CH:2], predict the reactants needed to synthesize it. The reactants are: Br[C:2](Br)=[CH:3][CH2:4][CH:5]1[CH2:10][CH2:9][O:8][CH2:7][CH2:6]1.[Li]CCCC.C(=O)(O)[O-].[Na+]. (2) Given the product [F:7][C@H:25]1[CH2:24][CH2:23][N:22]([C:27]([O:29][C:30]([CH3:33])([CH3:32])[CH3:31])=[O:28])[C@@H:21]1[C:19](=[O:20])[NH:18][CH2:17][C:14]1[CH:15]=[CH:16][C:11]([F:10])=[C:12]([C:34]2[CH:39]=[N:38][C:37]([C:40]([F:41])([F:43])[F:42])=[CH:36][N:35]=2)[CH:13]=1, predict the reactants needed to synthesize it. The reactants are: CCN(S(F)(F)[F:7])CC.[F:10][C:11]1[CH:16]=[CH:15][C:14]([CH2:17][NH:18][C:19]([C@@H:21]2[C@H:25](O)[CH2:24][CH2:23][N:22]2[C:27]([O:29][C:30]([CH3:33])([CH3:32])[CH3:31])=[O:28])=[O:20])=[CH:13][C:12]=1[C:34]1[CH:39]=[N:38][C:37]([C:40]([F:43])([F:42])[F:41])=[CH:36][N:35]=1. (3) Given the product [CH3:24][C:21]1[CH:22]=[CH:23][C:18]([S:15]([N:5]([C@H:6]([C:12]([OH:14])=[O:13])[CH2:7][CH2:8][CH2:9][CH2:10][NH:11][C:44]([C@@H:33]([NH:32][C:30]([O:29][C:25]([CH3:28])([CH3:27])[CH3:26])=[O:31])[CH2:34][CH:35]2[C:43]3[C:38](=[CH:39][CH:40]=[CH:41][CH:42]=3)[N:37]=[CH:36]2)=[O:45])[CH2:1][CH:2]([CH3:3])[CH3:4])(=[O:17])=[O:16])=[CH:19][CH:20]=1, predict the reactants needed to synthesize it. The reactants are: [CH2:1]([N:5]([S:15]([C:18]1[CH:23]=[CH:22][C:21]([CH3:24])=[CH:20][CH:19]=1)(=[O:17])=[O:16])[C@H:6]([C:12]([OH:14])=[O:13])[CH2:7][CH2:8][CH2:9][CH2:10][NH2:11])[CH:2]([CH3:4])[CH3:3].[C:25]([O:29][C:30]([NH:32][C@H:33]([C:44](O)=[O:45])[CH2:34][C:35]1[C:43]2[C:38](=[CH:39][CH:40]=[CH:41][CH:42]=2)[NH:37][CH:36]=1)=[O:31])([CH3:28])([CH3:27])[CH3:26]. (4) Given the product [Br:1][C:2]1[C:12]([O:13][CH2:14][CH2:15][CH3:16])=[CH:11][C:5]([C:6]([O:8][CH2:9][CH3:10])=[O:7])=[CH:4][C:3]=1[O:17][CH2:19][CH3:20], predict the reactants needed to synthesize it. The reactants are: [Br:1][C:2]1[C:12]([O:13][CH2:14][CH2:15][CH3:16])=[CH:11][C:5]([C:6]([O:8][CH2:9][CH3:10])=[O:7])=[CH:4][C:3]=1[OH:17].I[CH2:19][CH3:20]. (5) Given the product [CH3:20][C:15]1([CH3:19])[CH2:16][C:17](=[O:18])[N:12]([C:9]2[CH:10]=[N:11][C:6]([O:5][C:1]([N:39]3[CH2:38][CH2:37][C:36]4[C:41](=[CH:42][C:43]([O:44][CH3:45])=[C:34]([O:33][CH3:32])[CH:35]=4)[CH2:40]3)=[O:2])=[CH:7][CH:8]=2)[C:13](=[O:21])[CH2:14]1, predict the reactants needed to synthesize it. The reactants are: [C:1](Cl)(Cl)=[O:2].[OH:5][C:6]1[N:11]=[CH:10][C:9]([N:12]2[C:17](=[O:18])[CH2:16][C:15]([CH3:20])([CH3:19])[CH2:14][C:13]2=[O:21])=[CH:8][CH:7]=1.C(N(CC)C(C)C)(C)C.Cl.[CH3:32][O:33][C:34]1[CH:35]=[C:36]2[C:41](=[CH:42][C:43]=1[O:44][CH3:45])[CH2:40][NH:39][CH2:38][CH2:37]2.N12CCN(CC1)CC2. (6) Given the product [CH3:4][O:5][CH:6]([C:13]1[CH:18]=[CH:17][CH:16]=[CH:15][C:14]=1[C:19]#[C:20][C:21]1[CH:22]=[CH:23][CH:24]=[CH:25][CH:26]=1)[C:7]#[CH:8], predict the reactants needed to synthesize it. The reactants are: C(Cl)Cl.[CH3:4][O:5][CH:6]([C:13]1[CH:18]=[CH:17][CH:16]=[CH:15][C:14]=1[C:19]#[C:20][C:21]1[CH:26]=[CH:25][CH:24]=[CH:23][CH:22]=1)[C:7]#[C:8][Si](C)(C)C.C([O-])([O-])=O.[K+].[K+].